Dataset: Drug-target binding data from BindingDB using Ki measurements. Task: Regression. Given a target protein amino acid sequence and a drug SMILES string, predict the binding affinity score between them. We predict pKi (pKi = -log10(Ki in M); higher means stronger inhibition). Dataset: bindingdb_ki. (1) The small molecule is COc1cccc(OC[C@H]2CN(CC(=O)N3CCc4ccccc43)CCO2)c1. The target protein (Q64264) has sequence MDMFSLGQGNNTTTSLEPFGTGGNDTGLSNVTFSYQVITSLLLGTLIFCAVLGNACVVAAIALERSLQNVANYLIGSLAVTDLMVSVLVLPMAALYQVLNKWTLGQVTCDLFIALDVLCCTSSILHLCAIALDRYWAITDPIDYVNKRTPRRAAALISLTWLIGFLISIPPMLGWRTPEDRSNPNECTISKDHGYTIYSTFGAFYIPLLLMLVLYGRIFRAARFRIRKTVKKVEKKGAGTSFGTSSAPPPKKSLNGQPGSGDCRRSAENRAVGTPCANGAVRQGEDDATLEVIEVHRVGNSKGHLPLPSESGATSYVPACLERKNERTAEAKRKMALARERKTVKTLGIIMGTFILCWLPFFIVALVLPFCESSCHMPELLGAIINWLGYSNSLLNPVIYAYFNKDFQNAFKKIIKCKFCR. The pKi is 5.8. (2) The small molecule is CC(C)C[C@H](NC(=O)[C@@H](N)Cc1ccccc1)C(=O)N[C@@H](Cc1ccccc1)C(=O)N[C@@H](CCC(N)=O)C(=O)N1CCC[C@H]1C(=O)N[C@@H](CCC(N)=O)C(=O)N[C@@H](CCCN=C(N)N)C(=O)N[C@@H](Cc1ccccc1)C(N)=O. The target protein (Q9WVA9) has sequence MDSKWAAVLLLLLLLRNWGHAEEAGSWGEDQVFAEEDKGPHPSQYAHTPDRIQTPGSLMRVLLQAMERPRRNPAFLFQPQRFGRNAWGPWSKEQLSPQAREFWSLAAPQRFGKK. The pKi is 8.3. (3) The compound is C=CC(N)CCC(=O)O. The target protein (P50554) has sequence MAFLLTTRRLVCSSQKNLHLFTPGSRYISQAAAKVDFEFDYDGPLMKTEVPGPRSQELMKQLNTIQNAEAVHFFCNYEESRGNYLVDVDGNRMLDLYSQISSVPIGYNHPALAKLVQQPQNASTFINRPALGILPPENFVDKLRESLMSVAPKGMCQLITMACGSCSNENAFKTIFMWYRSKERGQRGFSKEELETCMVNQSPGCPDYSILSFMGAFHGRTMGCLATTHSKAIHKIDIPSFDWPIAPFPRLKYPLEEFVTDNQQEEARCLEEVEDLIVKYRKKKRTVAGIIVEPIQSEGGDNHASDDFFRKLRDIARKHGCAFLVDEVQTGGGCTGKFWAHEHWGLDDPADVMSFSKKMMTGGFFHKEEFRPSAPYRIFNTWLGDPSKNLLLAEVINIIKREDLLNNVAHAGKTLLTGLLDLQAQYPQFVSRVRGRGTFCSFDTPDEAIRNKLILIARNKGVVLGGCGDKSIRFRPTLVFRDHHAHLFLNIFSGILADFK.... The pKi is 2.0.